From a dataset of NCI-60 drug combinations with 297,098 pairs across 59 cell lines. Regression. Given two drug SMILES strings and cell line genomic features, predict the synergy score measuring deviation from expected non-interaction effect. Drug 1: CN(C)C1=NC(=NC(=N1)N(C)C)N(C)C. Drug 2: CC(C)(C#N)C1=CC(=CC(=C1)CN2C=NC=N2)C(C)(C)C#N. Cell line: NCI-H522. Synergy scores: CSS=0.442, Synergy_ZIP=-0.919, Synergy_Bliss=-1.31, Synergy_Loewe=-8.97, Synergy_HSA=-4.53.